Dataset: Reaction yield outcomes from USPTO patents with 853,638 reactions. Task: Predict the reaction yield, written as a fraction of the theoretical maximum amount of product (1.0 means a 100% yield; for example, 0.34 means a 34% yield). The reactants are [NH2:1][C:2]1[CH:7]=[CH:6][C:5](Br)=[CH:4][C:3]=1[NH:9][C:10]([N:12]1[CH2:16][CH2:15][CH2:14][CH2:13]1)=[O:11].[CH3:17][C:18]1([CH3:34])[C:22]([CH3:24])([CH3:23])[O:21][B:20]([B:20]2[O:21][C:22]([CH3:24])([CH3:23])[C:18]([CH3:34])([CH3:17])[O:19]2)[O:19]1.C([O-])(=[O:37])C.[K+].[OH2:40]. The catalyst is C1(C)C=CC=CC=1.C1C=CC([P]([Pd]([P](C2C=CC=CC=2)(C2C=CC=CC=2)C2C=CC=CC=2)([P](C2C=CC=CC=2)(C2C=CC=CC=2)C2C=CC=CC=2)[P](C2C=CC=CC=2)(C2C=CC=CC=2)C2C=CC=CC=2)(C2C=CC=CC=2)C2C=CC=CC=2)=CC=1. The product is [N+:1]([C:2]1[CH:7]=[CH:6][C:5]([B:20]2[O:21][C:22]([CH3:24])([CH3:23])[C:18]([CH3:34])([CH3:17])[O:19]2)=[CH:4][C:3]=1[NH:9][C:10]([N:12]1[CH2:16][CH2:15][CH2:14][CH2:13]1)=[O:11])([O-:37])=[O:40]. The yield is 0.400.